Dataset: Full USPTO retrosynthesis dataset with 1.9M reactions from patents (1976-2016). Task: Predict the reactants needed to synthesize the given product. Given the product [Cl-:1].[Cl-:1].[CH:13]1([Zr+2:12][C:3]2[CH:11]([CH2:27][CH3:28])[C:6]3[C:5]([CH:4]=2)=[CH:10][CH:9]=[CH:8][CH:7]=3)[C:21]2[CH:16]([CH2:17][CH:18]=[CH:19][CH:20]=2)[CH2:15][CH2:14]1, predict the reactants needed to synthesize it. The reactants are: [Cl-:1].[Cl-].[CH:3]1([Zr+2:12][CH:13]2[C:21]3[CH:16]([CH2:17][CH:18]=[CH:19][CH:20]=3)[CH2:15][CH2:14]2)[C:11]2[CH:6]([CH2:7][CH:8]=[CH:9][CH:10]=2)[CH2:5][CH2:4]1.[Cl-].[Zr+4].[Cl-].[Cl-].[Cl-].[CH2:27](C1C2C(=CC=CC=2)C=C1[Li])[CH3:28].